Dataset: Full USPTO retrosynthesis dataset with 1.9M reactions from patents (1976-2016). Task: Predict the reactants needed to synthesize the given product. The reactants are: [CH2:1]([O:8][C:9]1[CH:10]=[C:11]([CH:17]=[CH:18][C:19]([O:21][CH2:22][CH3:23])=[O:20])[CH:12]=[C:13]([O:15]C)[CH:14]=1)C1C=CC=CC=1. Given the product [OH:15][C:13]1[CH:12]=[C:11]([CH2:17][CH2:18][C:19]([O:21][CH2:22][CH3:23])=[O:20])[CH:10]=[C:9]([O:8][CH3:1])[CH:14]=1, predict the reactants needed to synthesize it.